This data is from KCNQ2 potassium channel screen with 302,405 compounds. The task is: Binary Classification. Given a drug SMILES string, predict its activity (active/inactive) in a high-throughput screening assay against a specified biological target. (1) The molecule is S(c1n(C2CC(OCC2)(C)C)c(=O)c2c(n1)cccc2)CC. The result is 0 (inactive). (2) The drug is O=C(Nc1cc(N2CCCC2)ccc1)Cc1ccccc1. The result is 1 (active). (3) The drug is Clc1cc(N2CCN(CC2)C(=O)CN(S(=O)(=O)c2[nH]cnc2)C)ccc1. The result is 0 (inactive). (4) The compound is O=C(NC(c1ccc(OCC)cc1)C)C1CCC1. The result is 0 (inactive). (5) The drug is O1c2c(C(CC1=O)c1ccc(OC)cc1)cc(C(C)(C)C)cc2. The result is 0 (inactive). (6) The compound is Clc1nc(NCc2occc2)nc(Nc2ccc(O)cc2)n1. The result is 0 (inactive).